From a dataset of NCI-60 drug combinations with 297,098 pairs across 59 cell lines. Regression. Given two drug SMILES strings and cell line genomic features, predict the synergy score measuring deviation from expected non-interaction effect. (1) Drug 1: C1CC(=O)NC(=O)C1N2CC3=C(C2=O)C=CC=C3N. Drug 2: C1CN(CCN1C(=O)CCBr)C(=O)CCBr. Cell line: NCI-H460. Synergy scores: CSS=46.3, Synergy_ZIP=-1.25, Synergy_Bliss=1.07, Synergy_Loewe=-9.75, Synergy_HSA=3.10. (2) Drug 1: C1C(C(OC1N2C=NC3=C(N=C(N=C32)Cl)N)CO)O. Drug 2: CCC1(C2=C(COC1=O)C(=O)N3CC4=CC5=C(C=CC(=C5CN(C)C)O)N=C4C3=C2)O.Cl. Cell line: OVCAR-4. Synergy scores: CSS=4.08, Synergy_ZIP=-4.61, Synergy_Bliss=-1.05, Synergy_Loewe=-2.19, Synergy_HSA=-1.49. (3) Drug 1: C1CCC(C1)C(CC#N)N2C=C(C=N2)C3=C4C=CNC4=NC=N3. Drug 2: C1CN(P(=O)(OC1)NCCCl)CCCl. Cell line: LOX IMVI. Synergy scores: CSS=10.1, Synergy_ZIP=-0.337, Synergy_Bliss=2.63, Synergy_Loewe=4.41, Synergy_HSA=4.54. (4) Drug 1: C1CC(=O)NC(=O)C1N2CC3=C(C2=O)C=CC=C3N. Drug 2: CC1=C(C=C(C=C1)C(=O)NC2=CC(=CC(=C2)C(F)(F)F)N3C=C(N=C3)C)NC4=NC=CC(=N4)C5=CN=CC=C5. Cell line: SN12C. Synergy scores: CSS=1.29, Synergy_ZIP=-2.62, Synergy_Bliss=-3.98, Synergy_Loewe=-4.32, Synergy_HSA=-4.32. (5) Drug 1: CC1C(C(CC(O1)OC2CC(CC3=C2C(=C4C(=C3O)C(=O)C5=C(C4=O)C(=CC=C5)OC)O)(C(=O)C)O)N)O.Cl. Drug 2: CC1=C(C=C(C=C1)NC(=O)C2=CC=C(C=C2)CN3CCN(CC3)C)NC4=NC=CC(=N4)C5=CN=CC=C5. Cell line: BT-549. Synergy scores: CSS=12.0, Synergy_ZIP=-3.62, Synergy_Bliss=6.09, Synergy_Loewe=-18.9, Synergy_HSA=1.90.